The task is: Regression. Given a peptide amino acid sequence and an MHC pseudo amino acid sequence, predict their binding affinity value. This is MHC class I binding data.. This data is from Peptide-MHC class I binding affinity with 185,985 pairs from IEDB/IMGT. (1) The peptide sequence is MMILPAALA. The MHC is HLA-A02:03 with pseudo-sequence HLA-A02:03. The binding affinity (normalized) is 0.645. (2) The peptide sequence is FLRGRAYGL. The MHC is HLA-B54:01 with pseudo-sequence HLA-B54:01. The binding affinity (normalized) is 0. (3) The MHC is HLA-A02:02 with pseudo-sequence HLA-A02:02. The binding affinity (normalized) is 0.0679. The peptide sequence is RTWKVLSIMA. (4) The peptide sequence is FDHTLMSI. The MHC is H-2-Kb with pseudo-sequence H-2-Kb. The binding affinity (normalized) is 0. (5) The peptide sequence is SLLKNDIPM. The MHC is H-2-Kb with pseudo-sequence H-2-Kb. The binding affinity (normalized) is 0.197.